This data is from Full USPTO retrosynthesis dataset with 1.9M reactions from patents (1976-2016). The task is: Predict the reactants needed to synthesize the given product. The reactants are: [Br:1][C:2]1[CH:7]=[C:6]([O:8][CH3:9])[CH:5]=[C:4]([Br:10])[C:3]=1[OH:11].CI.N12CCCN=C1CCCC[CH2:15]2.Cl. Given the product [Br:1][C:2]1[CH:7]=[C:6]([O:8][CH3:9])[CH:5]=[C:4]([Br:10])[C:3]=1[O:11][CH3:15], predict the reactants needed to synthesize it.